Dataset: Reaction yield outcomes from USPTO patents with 853,638 reactions. Task: Predict the reaction yield, written as a fraction of the theoretical maximum amount of product (1.0 means a 100% yield; for example, 0.34 means a 34% yield). (1) The reactants are [Cl:1][C:2]1[C:7]([O:8][CH3:9])=[CH:6][C:5]([O:10][CH3:11])=[C:4]([Cl:12])[C:3]=1[C:13]1[C:24](=[O:25])[NH:23][C:16]2[N:17]=[C:18]([S:21][CH3:22])[N:19]=[CH:20][C:15]=2[CH:14]=1.I[CH2:27][CH2:28][O:29][CH:30]1[CH2:33][N:32]([C:34]([O:36][C:37]([CH3:40])([CH3:39])[CH3:38])=[O:35])[CH2:31]1.C([O-])([O-])=O.[K+].[K+]. The catalyst is CC(C)=O. The product is [Cl:1][C:2]1[C:7]([O:8][CH3:9])=[CH:6][C:5]([O:10][CH3:11])=[C:4]([Cl:12])[C:3]=1[C:13]1[C:24](=[O:25])[N:23]([CH2:27][CH2:28][O:29][CH:30]2[CH2:33][N:32]([C:34]([O:36][C:37]([CH3:38])([CH3:40])[CH3:39])=[O:35])[CH2:31]2)[C:16]2[N:17]=[C:18]([S:21][CH3:22])[N:19]=[CH:20][C:15]=2[CH:14]=1. The yield is 0.930. (2) The reactants are C[O:2][C:3](=O)[C:4]([CH3:16])([CH3:15])[CH2:5][O:6][C:7]1[C:8]([NH2:14])=[N:9][CH:10]=[C:11]([Br:13])[CH:12]=1.[H-].[Na+]. The catalyst is CS(C)=O.O. The product is [Br:13][C:11]1[CH:10]=[N:9][C:8]2[NH:14][C:3](=[O:2])[C:4]([CH3:16])([CH3:15])[CH2:5][O:6][C:7]=2[CH:12]=1. The yield is 0.760. (3) The reactants are [Cl:1][C:2]1[CH:8]=[C:7]([C:9]([F:12])([F:11])[F:10])[CH:6]=[C:5]([F:13])[C:3]=1[NH2:4].CCN(C(C)C)C(C)C.[C:23](Cl)(Cl)=[S:24]. The catalyst is C(Cl)Cl. The product is [Cl:1][C:2]1[CH:8]=[C:7]([C:9]([F:12])([F:11])[F:10])[CH:6]=[C:5]([F:13])[C:3]=1[N:4]=[C:23]=[S:24]. The yield is 0.670.